Task: Predict the reaction yield, written as a fraction of the theoretical maximum amount of product (1.0 means a 100% yield; for example, 0.34 means a 34% yield).. Dataset: Reaction yield outcomes from USPTO patents with 853,638 reactions (1) The reactants are [Cl:1][C:2]1[CH:7]=[CH:6][C:5]([CH:8]([NH:15][C:16]([C:18]2([NH:33]C(=O)OC(C)(C)C)[CH2:23][CH2:22][N:21]([C:24]3[C:25]4[CH:32]=[CH:31][NH:30][C:26]=4[N:27]=[CH:28][N:29]=3)[CH2:20][CH2:19]2)=[O:17])[CH2:9][CH2:10][CH2:11][N:12]([CH3:14])[CH3:13])=[CH:4][CH:3]=1.C(O)(C(F)(F)F)=O. The catalyst is C(Cl)Cl. The product is [NH2:33][C:18]1([C:16]([NH:15][CH:8]([C:5]2[CH:6]=[CH:7][C:2]([Cl:1])=[CH:3][CH:4]=2)[CH2:9][CH2:10][CH2:11][N:12]([CH3:14])[CH3:13])=[O:17])[CH2:19][CH2:20][N:21]([C:24]2[C:25]3[CH:32]=[CH:31][NH:30][C:26]=3[N:27]=[CH:28][N:29]=2)[CH2:22][CH2:23]1. The yield is 0.358. (2) The reactants are FC(F)(F)C(O[C:6](=[O:11])[C:7](F)(F)F)=O.[CH2:14]([C:18]1[CH:27]=[CH:26][CH:25]=[C:24]2[C:19]=1[CH:20]=CC=[N+:23]2[O-])[CH:15]([CH3:17])[CH3:16]. The catalyst is CN(C=O)C. The product is [CH2:14]([C:18]1[CH:27]=[CH:26][CH:25]=[C:24]2[C:19]=1[CH:20]=[CH:7][C:6](=[O:11])[NH:23]2)[CH:15]([CH3:17])[CH3:16]. The yield is 0.750. (3) The product is [CH3:16][N:17]([CH:32]1[C:41]2[C:36](=[CH:37][CH:38]=[CH:39][CH:40]=2)[CH2:35][CH2:34][CH2:33]1)[C:18]([C:20]1[N:25]=[C:24]([CH:26]2[CH2:27][CH2:28][N:29]([C:8](=[O:10])[CH2:7][N:6]3[C:2]([CH3:1])=[CH:3][C:4]([C:11]([F:14])([F:13])[F:12])=[N:5]3)[CH2:30][CH2:31]2)[CH:23]=[CH:22][CH:21]=1)=[O:19]. The yield is 0.710. The reactants are [CH3:1][C:2]1[N:6]([CH2:7][C:8]([OH:10])=O)[N:5]=[C:4]([C:11]([F:14])([F:13])[F:12])[CH:3]=1.Cl.[CH3:16][N:17]([CH:32]1[C:41]2[C:36](=[CH:37][CH:38]=[CH:39][CH:40]=2)[CH2:35][CH2:34][CH2:33]1)[C:18]([C:20]1[NH:25][CH:24]([CH:26]2[CH2:31][CH2:30][NH:29][CH2:28][CH2:27]2)[CH:23]=[CH:22][CH:21]=1)=[O:19].C(N(C(C)C)CC)(C)C.F[P-](F)(F)(F)(F)F.N1(O[P+](N(C)C)(N(C)C)N(C)C)C2C=CC=CC=2N=N1. The catalyst is CN(C=O)C. (4) The catalyst is CN(C=O)C.C(OCC)(=O)C. The reactants are [CH3:1][O:2][C:3](=[O:15])[C:4]1[CH:9]=[CH:8][C:7]([CH2:10][CH2:11][CH2:12][CH2:13][OH:14])=[CH:6][CH:5]=1.N1C=CN=C1.[CH3:21][C:22]([Si:25](Cl)([CH3:27])[CH3:26])([CH3:24])[CH3:23].CCCCCC. The product is [CH3:1][O:2][C:3](=[O:15])[C:4]1[CH:9]=[CH:8][C:7]([CH2:10][CH2:11][CH2:12][CH2:13][O:14][Si:25]([C:22]([CH3:24])([CH3:23])[CH3:21])([CH3:27])[CH3:26])=[CH:6][CH:5]=1. The yield is 0.770. (5) The reactants are [NH2:1][C:2]1[CH:11]=[CH:10][C:5]([C:6]([O:8][CH3:9])=[O:7])=[CH:4][CH:3]=1.Cl.Cl[C:14]1[CH:19]=[C:18]([C:20]2[CH:25]=[CH:24][CH:23]=[C:22]([Cl:26])[CH:21]=2)[N:17]=[C:16]2[CH2:27][CH2:28][CH2:29][C:15]=12. The catalyst is CO.ClCCl. The product is [Cl:26][C:22]1[CH:21]=[C:20]([C:18]2[N:17]=[C:16]3[CH2:27][CH2:28][CH2:29][C:15]3=[C:14]([NH:1][C:2]3[CH:3]=[CH:4][C:5]([C:6]([O:8][CH3:9])=[O:7])=[CH:10][CH:11]=3)[CH:19]=2)[CH:25]=[CH:24][CH:23]=1. The yield is 0.860. (6) The reactants are [NH2:1][C:2]1[CH:7]=[CH:6][C:5]([C:8]2[S:12][C:11]([CH2:13][CH2:14][CH2:15][C:16]([O:18][CH3:19])=[O:17])=[N:10][CH:9]=2)=[CH:4][CH:3]=1.[CH3:20][O:21][C:22]1[CH:27]=[C:26]([O:28][CH3:29])[CH:25]=[CH:24][C:23]=1[S:30](Cl)(=[O:32])=[O:31]. No catalyst specified. The product is [CH3:20][O:21][C:22]1[CH:27]=[C:26]([O:28][CH3:29])[CH:25]=[CH:24][C:23]=1[S:30]([NH:1][C:2]1[CH:3]=[CH:4][C:5]([C:8]2[S:12][C:11]([CH2:13][CH2:14][CH2:15][C:16]([O:18][CH3:19])=[O:17])=[N:10][CH:9]=2)=[CH:6][CH:7]=1)(=[O:31])=[O:32]. The yield is 0.850. (7) The reactants are [CH3:1][C:2]1[C:3]([CH3:21])=[CH:4][C:5]2[N:14]([CH2:15][CH:16]=O)[C:13]3[C:8]([C:9](=[O:19])[NH:10][C:11](=[O:18])[N:12]=3)=[N:7][C:6]=2[CH:20]=1.[NH2:22][C:23]1[CH:24]=[C:25]([CH:33]=[CH:34][CH:35]=1)[C:26]([O:28][C:29]([CH3:32])([CH3:31])[CH3:30])=[O:27]. No catalyst specified. The product is [C:29]([O:28][C:26](=[O:27])[C:25]1[CH:33]=[CH:34][CH:35]=[C:23]([NH:22][CH2:16][CH2:15][N:14]2[C:13]3[C:8]([C:9](=[O:19])[NH:10][C:11](=[O:18])[N:12]=3)=[N:7][C:6]3[CH:20]=[C:2]([CH3:1])[C:3]([CH3:21])=[CH:4][C:5]2=3)[CH:24]=1)([CH3:32])([CH3:30])[CH3:31]. The yield is 0.183.